From a dataset of Experimentally validated miRNA-target interactions with 360,000+ pairs, plus equal number of negative samples. Binary Classification. Given a miRNA mature sequence and a target amino acid sequence, predict their likelihood of interaction. (1) The miRNA is hsa-miR-6862-3p with sequence CCUCACCCAGCUCUCUGGCCCUCU. The protein sequence of the target gene is MALALAALAAVEPACGSRYQQLQNEEESGEPEQAAGDAPPPYSSISAESAAYFDYKDESGFPKPPSYNVATTLPSYDEAERTKAEATIPLVPGRDEDFVGRDDFDDADQLRIGNDGIFMLTFFMAFLFNWIGFFLSFCLTTSAAGRYGAISGFGLSLIKWILIVRFSTYFPGYFDGQYWLWWVFLVLGFLLFLRGFINYAKVRKMPETFSNLPRTRVLFIY. Result: 0 (no interaction). (2) The miRNA is dre-miR-1 with sequence UGGAAUGUAAAGAAGUAUGUAU. The protein sequence of the target gene is MASLGVQLVGYILGLLGLLGTSIAMLLPNWRTSSYVGASIVTAVGFSKGLWMECATHSTGITQCDIYSTLLGLPADIQAAQAMMVTSSAMSSLACIISVVGMRCTVFCQDSRAKDRVAVVGGVFFILGGILGFIPVAWNLHGILRDFYSPLVPDSMKFEIGEALYLGIISALFSLVAGVILCFSCSPQGNRTNYYDGYQAQPLATRSSPRSAQQPKAKSEFNSYSLTGYV. Result: 0 (no interaction). (3) The miRNA is mmu-miR-363-5p with sequence CAGGUGGAACACGAUGCAAUUU. The protein sequence of the target gene is MEPTQVAENLVPNQQPPVPDLEDPEDTRDESPENSDTVVLSLFPCTPDAVNPEADASASSLQGSFLKHSTTLTNRQRGNEVSALPATLDSLSIHQLAAQGELSQLKDHLRKGACPACTCLSGNNLINKPDERGFTPLIWASAFGEIETVRFLLDWGADPHILAKERESALSLASMGGYTDIVRLLLDRDVDINIYDWNGGTPLLYAVRGNHVKCVEALLARGADLTTEADSGYTPMDLAVALGYRKVQQVMESHILRLFQSTLGPVDPE. Result: 1 (interaction). (4) The miRNA is hsa-miR-623 with sequence AUCCCUUGCAGGGGCUGUUGGGU. The protein sequence of the target gene is MEHLGPHHLHPGHAEPISFGIDQILNSPDQGGCMGPASRLQDGEYGLGCLVGGAYTYGGGGSAAATGAGGAGAYGTGGPGGPGGPAGGGGACSMGPLTGSYNVNMALAGGPGPGGGGGSSGGAGALSAAGVIRVPAHRPLAGAVAHPQPLATGLPTVPSVPAMPGVNNLTGLTFPWMESNRRYTKDRFTGHPYQNRTPPKKKKPRTSFTRLQICELEKRFHRQKYLASAERAALAKALKMTDAQVKTWFQNRRTKWRRQTAEEREAERQQANRILLQLQQEAFQKSLAQPLPADPLCVHN.... Result: 1 (interaction). (5) The miRNA is hsa-miR-7-2-3p with sequence CAACAAAUCCCAGUCUACCUAA. The protein sequence of the target gene is MAESAPARHRRKRRSTPLTSSTLPSQATEKSSYFQTTEISLWTVVAAIQAVEKKMESQAARLQSLEGRTGTAEKKLADCEKMAVEFGNQLEGKWAVLGTLLQEYGLLQRRLENVENLLRNRNFWILRLPPGSKGEAPKVSRSLENDGVCFTEQEWENLEDWQKELYRNVMESNYETLVSLKVLGQTEGEAELGTEMLGDLEEEGPGGAHPAGGVMIKQELQYTQEGPADLPGEFSCIAEEQAFLSPEQTELWGGQGSSVLLETGPGDSTLEEPVGSRVPSSSRTVGCPKQKSHRQVQLDQ.... Result: 0 (no interaction). (6) The miRNA is hsa-miR-3186-5p with sequence CAGGCGUCUGUCUACGUGGCUU. The protein sequence of the target gene is MDDSEVESTASILASVKEQEAQFEKLTRALEEERRHVSAQLERVRVSPQDANSLMANGTLTRRHQNGRFVGDADLERQKFSDLKLNGPQDHNHLLYSTIPRMQEPGQIVETYTEEDPEGAMSVVSVETTDDGTTRRTETTVKKVVKTMTTRTVQPVPMGPDGLPVDASAVSNNYIQTLGRDFRKNGNGGPGPYVGQAGTATLPRNFHYPPDGYGRHYEDGYPGGSDNYGSLSRVTRIEERYRPSMEGYRAPSRQDVYGPQPQVRVGGSSVDLHRFHPEPYGLEDDQRSMGYDDLDYGMMS.... Result: 0 (no interaction). (7) The miRNA is hsa-miR-4314 with sequence CUCUGGGAAAUGGGACAG. The protein sequence of the target gene is MGRRRAPELYRAPFPLYALQVDPSTGLLIAAGGGGAAKTGIKNGVHFLQLELINGRLSASLLHSHDTETRATMNLALAGDILAAGQDAHCQLLRFQAHQQQGNKAEKAGSKEQGPRQRKGAAPAEKKCGAETQHEGLELRVENLQAVQTDFSSDPLQKVVCFNHDNTLLATGGTDGYVRVWKVPSLEKVLEFKAHEGEIEDLALGPDGKLVTVGRDLKASVWQKDQLVTQLHWQENGPTFSSTPYRYQACRFGQVPDQPAGLRLFTVQIPHKRLRQPPPCYLTAWDGSNFLPLRTKSCGH.... Result: 0 (no interaction). (8) The miRNA is hsa-miR-142-5p with sequence CAUAAAGUAGAAAGCACUACU. The protein sequence of the target gene is MASRKENAKSANRVLRISQLDALELNKALEQLVWSQFTQCFHGFKPGLLARFEPEVKACLWVFLWRFTIYSKNATVGQSVLNIKYKNDFSPNLRYQPPSKNQKIWYAVCTIGGRWLEERCYDLFRNHHLASFGKVKQCVNFVIGLLKLGGLINFLIFLQRGKFATLTERLLGIHSVFCKPQNICEVGFEYMNRELLWHGFAEFLIFLLPLINVQKLKAKLSSWCIPLTGAPNSDNTLATSGKECALCGEWPTMPHTIGCEHIFCYFCAKSSFLFDVYFTCPKCGTEVHSLQPLKSGIEMS.... Result: 1 (interaction). (9) The miRNA is hsa-miR-6885-5p with sequence AGGGGGGCACUGCGCAAGCAAAGCC. The protein sequence of the target gene is MFLRSDLAVTHWVSRSMRKLFLVLSLLLSQAAHLEGRKDNQFLWKTGPWGRCAGDCGPGGAQSRAVWCFHIEGWTSPMSNCDESSQPPKERSCFRVCDWHSDLFQWEVSDWHRCLLVPGAQGEPRPRAVECVTAQHGLQHRTVRCLQKLNRTMVSNEICEHFAPQPPTEQACLIPCPRDCVVSEFSPWSTCPEGCGKKLQHRTRVAIAPPLYGGLQCPNLTESRACEAPVSCPLGKEEYSFSLKVGPWSKCRLPHLKEVDLSGRNIQDFSSDSNEQVTLTHQSYKAHHHSQPGDVVIGFQ.... Result: 0 (no interaction). (10) Result: 1 (interaction). The miRNA is mmu-miR-935 with sequence CCCAGUUACCGCUUCCGCUACCGC. The protein sequence of the target gene is MAPSVVLRSFSRLLAPARLPSCSSTRSKFYVREPVNAKPNWLAVGLSVGASVFMWIYLIQTHNEDVLEYKRRNGLE.